From a dataset of Forward reaction prediction with 1.9M reactions from USPTO patents (1976-2016). Predict the product of the given reaction. (1) Given the reactants [CH2:1]([NH:8][C:9](=O)[CH2:10][C:11]1[CH:16]=[CH:15][CH:14]=[CH:13][C:12]=1[O:17][CH3:18])[CH2:2][CH2:3][CH2:4][CH2:5][CH2:6][CH3:7].B.CSC.Cl, predict the reaction product. The product is: [CH3:18][O:17][C:12]1[CH:13]=[CH:14][CH:15]=[CH:16][C:11]=1[CH2:10][CH2:9][NH:8][CH2:1][CH2:2][CH2:3][CH2:4][CH2:5][CH2:6][CH3:7]. (2) The product is: [CH2:18]([N:8]1[CH2:9][CH:10]([C:11]2[CH:12]=[CH:13][C:14]([Cl:17])=[CH:15][CH:16]=2)[C:6]([CH2:4][OH:3])([CH3:25])[CH2:7]1)[C:19]1[CH:20]=[CH:21][CH:22]=[CH:23][CH:24]=1. Given the reactants C([O:3][C:4]([C:6]1([CH3:25])[CH:10]([C:11]2[CH:16]=[CH:15][C:14]([Cl:17])=[CH:13][CH:12]=2)[CH2:9][N:8]([CH2:18][C:19]2[CH:24]=[CH:23][CH:22]=[CH:21][CH:20]=2)[CH2:7]1)=O)C.[H-].[H-].[H-].[H-].[Li+].[Al+3], predict the reaction product.